Predict the reactants needed to synthesize the given product. From a dataset of Full USPTO retrosynthesis dataset with 1.9M reactions from patents (1976-2016). Given the product [OH:49][C@H:46]1[CH2:45][CH2:44][C@H:43]([N:42]2[C:39]3[CH:40]=[CH:41][C:36]([C:35]([OH:34])=[O:51])=[CH:37][C:38]=3[N:50]=[C:41]2[C:36]2[CH:35]=[C:54]3[C:26](=[CH:28][CH:37]=2)[N:25]=[C:29]([C:10]2[CH:11]=[CH:12][CH:13]=[CH:14][CH:15]=2)[CH:55]=[N:53]3)[CH2:48][CH2:47]1, predict the reactants needed to synthesize it. The reactants are: CN(C(ON1N=N[C:11]2[CH:12]=[CH:13][CH:14]=[CH:15][C:10]1=2)=[N+](C)C)C.[B-](F)(F)(F)F.CC[N:25]([CH:29](C)C)[CH:26]([CH3:28])C.C([O:34][C:35](=[O:51])[C:36]1[CH:41]=[CH:40][C:39]([NH:42][C@H:43]2[CH2:48][CH2:47][C@H:46]([OH:49])[CH2:45][CH2:44]2)=[C:38]([NH2:50])[CH:37]=1)C.C[N:53]([CH:55]=O)[CH3:54].